From a dataset of Reaction yield outcomes from USPTO patents with 853,638 reactions. Predict the reaction yield, written as a fraction of the theoretical maximum amount of product (1.0 means a 100% yield; for example, 0.34 means a 34% yield). (1) The reactants are [CH2:1]([O:8][C@H:9]1[O:25][C@H:24]([CH2:26][O:27]CC2C=CC=CC=2)[C@@H:15]([O:16][CH2:17][C:18]2[CH:23]=[CH:22][CH:21]=[CH:20][CH:19]=2)[C@H:10]1[O:11][C:12](=[O:14])[CH3:13])[C:2]1[CH:7]=[CH:6][CH:5]=[CH:4][CH:3]=1. The catalyst is [Pd].CO.CC(O)=O. The product is [CH2:1]([O:8][C@H:9]1[O:25][C@H:24]([CH2:26][OH:27])[C@@H:15]([O:16][CH2:17][C:18]2[CH:23]=[CH:22][CH:21]=[CH:20][CH:19]=2)[C@H:10]1[O:11][C:12](=[O:14])[CH3:13])[C:2]1[CH:7]=[CH:6][CH:5]=[CH:4][CH:3]=1. The yield is 0.490. (2) The reactants are [F:1][C:2]([F:6])([F:5])[CH2:3]I.C(=O)([O-])[O-].[K+].[K+].[Br:13][C:14]1[CH:19]=[CH:18][C:17]([OH:20])=[C:16]([Cl:21])[CH:15]=1.O. The catalyst is CN(C)C=O. The product is [Br:13][C:14]1[CH:19]=[CH:18][C:17]([O:20][CH2:3][C:2]([F:6])([F:5])[F:1])=[C:16]([Cl:21])[CH:15]=1. The yield is 0.430.